From a dataset of Forward reaction prediction with 1.9M reactions from USPTO patents (1976-2016). Predict the product of the given reaction. (1) Given the reactants Cl[C:2]1[C:3](=[O:13])[N:4]([CH2:9][CH2:10][S:11][CH3:12])[CH:5]=[C:6]([Cl:8])[N:7]=1.Cl.[Br:15][C:16]1[CH:17]=[C:18]([O:25][CH3:26])[CH:19]=[C:20]2[C:24]=1[NH:23][CH2:22][CH2:21]2, predict the reaction product. The product is: [Br:15][C:16]1[CH:17]=[C:18]([O:25][CH3:26])[CH:19]=[C:20]2[C:24]=1[N:23]([C:2]1[C:3](=[O:13])[N:4]([CH2:9][CH2:10][S:11][CH3:12])[CH:5]=[C:6]([Cl:8])[N:7]=1)[CH2:22][CH2:21]2. (2) Given the reactants [CH:1]1[C:6](O)=[CH:5][C:4]2[C:8]([C:10]3[CH:11]=[CH:12][C:13](O)=[CH:14][C:15]=3[C:16](=[O:17])[C:3]=2[CH:2]=1)=[O:9].C1N2CN3CN(C2)CN1C3, predict the reaction product. The product is: [CH:2]1[C:3]2[C:16](=[O:17])[C:15]3[C:10](=[CH:11][CH:12]=[CH:13][CH:14]=3)[C:8](=[O:9])[C:4]=2[CH:5]=[CH:6][CH:1]=1. (3) Given the reactants C1C(CC2CCC(N=C=[O:16])CC2)CCC(N=C=O)C1.C[O:21][C:22]1[CH:28]=[CH:27][C:25]([OH:26])=C[CH:23]=1.[N-:29]=[C:30]=[O:31], predict the reaction product. The product is: [C:25]([OH:16])(=[O:26])[CH:27]=[CH2:28].[NH2:29][C:30]([O:21][CH2:22][CH3:23])=[O:31]. (4) Given the reactants [Br:1][C:2]1[CH:7]=[CH:6][C:5](/[CH:8]=[N:9]/[S:10]([C:12]([CH3:15])([CH3:14])[CH3:13])=[O:11])=[CH:4][CH:3]=1.Br[Mg][C:18]#[CH:19], predict the reaction product. The product is: [Br:1][C:2]1[CH:3]=[CH:4][C:5]([C@H:8]([NH:9][S:10]([C:12]([CH3:15])([CH3:14])[CH3:13])=[O:11])[C:18]#[CH:19])=[CH:6][CH:7]=1. (5) Given the reactants [NH2:1][C:2]1[CH:16]=[CH:15][C:5]([O:6][C:7]2[CH:14]=[CH:13][C:10]([C:11]#[N:12])=[CH:9][CH:8]=2)=[C:4](Br)[CH:3]=1.[CH3:18][C:19]1([CH3:35])[C:23]([CH3:25])([CH3:24])[O:22][B:21]([B:21]2[O:22][C:23]([CH3:25])([CH3:24])[C:19]([CH3:35])([CH3:18])[O:20]2)[O:20]1.C([O-])(=O)C.[K+], predict the reaction product. The product is: [NH2:1][C:2]1[CH:16]=[CH:15][C:5]([O:6][C:7]2[CH:14]=[CH:13][C:10]([C:11]#[N:12])=[CH:9][CH:8]=2)=[C:4]([B:21]2[O:22][C:23]([CH3:25])([CH3:24])[C:19]([CH3:35])([CH3:18])[O:20]2)[CH:3]=1. (6) Given the reactants [OH:1][C:2]1[CH:3]=[C:4]2[C:8](=[CH:9][CH:10]=1)[C:7](=[O:11])[CH2:6][CH2:5]2.C(=O)([O-])[O-].[K+].[K+].[CH2:18](I)[CH3:19], predict the reaction product. The product is: [CH2:18]([O:1][C:2]1[CH:3]=[C:4]2[C:8](=[CH:9][CH:10]=1)[C:7](=[O:11])[CH2:6][CH2:5]2)[CH3:19]. (7) Given the reactants Br[C:2]1[CH:3]=[CH:4][CH:5]=[C:6]2[C:10]=1[NH:9][C:8]([C:11]([F:14])([F:13])[F:12])=[C:7]2[CH2:15][CH2:16][CH2:17][O:18][C:19]1[CH:24]=[C:23]([CH3:25])[C:22]([Cl:26])=[C:21]([CH3:27])[CH:20]=1.C([O-])([O-])=O.[K+].[K+].[CH3:34][N:35]1[C:39]([CH3:40])=[C:38](B2OC(C)(C)C(C)(C)O2)[C:37]([CH3:50])=[N:36]1.O1CCOCC1, predict the reaction product. The product is: [Cl:26][C:22]1[C:23]([CH3:25])=[CH:24][C:19]([O:18][CH2:17][CH2:16][CH2:15][C:7]2[C:6]3[C:10](=[C:2]([C:38]4[C:37]([CH3:50])=[N:36][N:35]([CH3:34])[C:39]=4[CH3:40])[CH:3]=[CH:4][CH:5]=3)[NH:9][C:8]=2[C:11]([F:14])([F:13])[F:12])=[CH:20][C:21]=1[CH3:27]. (8) Given the reactants [Br:1][C:2]1[C:3]([F:21])=[CH:4][C:5]2[CH:11]3[CH2:12][CH:9]([CH2:10]3)[N:8]3[C:13](I)=[C:14]([C:16]([NH2:18])=[O:17])[N:15]=[C:7]3[C:6]=2[CH:20]=1.[CH3:22][C:23]([OH:40])([CH3:39])[CH2:24][N:25]1[CH:29]=[C:28](B2OC(C)(C)C(C)(C)O2)[CH:27]=[N:26]1, predict the reaction product. The product is: [Br:1][C:2]1[C:3]([F:21])=[CH:4][C:5]2[CH:11]3[CH2:12][CH:9]([CH2:10]3)[N:8]3[C:13]([C:28]4[CH:27]=[N:26][N:25]([CH2:24][C:23]([OH:40])([CH3:39])[CH3:22])[CH:29]=4)=[C:14]([C:16]([NH2:18])=[O:17])[N:15]=[C:7]3[C:6]=2[CH:20]=1.